This data is from Reaction yield outcomes from USPTO patents with 853,638 reactions. The task is: Predict the reaction yield, written as a fraction of the theoretical maximum amount of product (1.0 means a 100% yield; for example, 0.34 means a 34% yield). The reactants are [CH3:1][N:2]([CH3:46])[C:3](=[O:45])[CH2:4][NH:5][C@:6]12[CH2:41][CH2:40][C@@H:39]([C:42]([CH3:44])=[CH2:43])[C@@H:7]1[C@@H:8]1[C@@:21]([CH3:24])([CH2:22][CH2:23]2)[C@@:20]2([CH3:25])[C@@H:11]([C@:12]3([CH3:38])[C@@H:17]([CH2:18][CH2:19]2)[C:16]([CH3:27])([CH3:26])[C:15]([C:28]2[CH:37]=[CH:36][C:31]([C:32]([O:34]C)=[O:33])=[CH:30][CH:29]=2)=[CH:14][CH2:13]3)[CH2:10][CH2:9]1.[OH-].[Na+]. The catalyst is O1CCOCC1. The product is [CH3:46][N:2]([CH3:1])[C:3](=[O:45])[CH2:4][NH:5][C@:6]12[CH2:41][CH2:40][C@@H:39]([C:42]([CH3:44])=[CH2:43])[C@@H:7]1[C@@H:8]1[C@@:21]([CH3:24])([CH2:22][CH2:23]2)[C@@:20]2([CH3:25])[C@@H:11]([C@:12]3([CH3:38])[C@@H:17]([CH2:18][CH2:19]2)[C:16]([CH3:27])([CH3:26])[C:15]([C:28]2[CH:29]=[CH:30][C:31]([C:32]([OH:34])=[O:33])=[CH:36][CH:37]=2)=[CH:14][CH2:13]3)[CH2:10][CH2:9]1. The yield is 0.310.